This data is from Peptide-MHC class I binding affinity with 185,985 pairs from IEDB/IMGT. The task is: Regression. Given a peptide amino acid sequence and an MHC pseudo amino acid sequence, predict their binding affinity value. This is MHC class I binding data. (1) The peptide sequence is IAMESIVIW. The MHC is HLA-C12:03 with pseudo-sequence HLA-C12:03. The binding affinity (normalized) is 1.00. (2) The peptide sequence is GDYKLVEI. The MHC is HLA-B35:01 with pseudo-sequence HLA-B35:01. The binding affinity (normalized) is 0. (3) The peptide sequence is RDYVDRFFKTL. The MHC is HLA-A02:02 with pseudo-sequence HLA-A02:02. The binding affinity (normalized) is 0.00689. (4) The peptide sequence is VTSSVSSGY. The MHC is HLA-A24:03 with pseudo-sequence HLA-A24:03. The binding affinity (normalized) is 0.0847. (5) The peptide sequence is MLKLRQARL. The MHC is HLA-B08:02 with pseudo-sequence HLA-B08:02. The binding affinity (normalized) is 0.524. (6) The peptide sequence is QLIPCMDVVL. The MHC is HLA-A30:02 with pseudo-sequence YSAMYQENVAHTDENTLYIIYEHYTWARLAYTWY. The binding affinity (normalized) is 0. (7) The peptide sequence is KLDFIRNTK. The MHC is HLA-A26:03 with pseudo-sequence HLA-A26:03. The binding affinity (normalized) is 0.0847.